From a dataset of Forward reaction prediction with 1.9M reactions from USPTO patents (1976-2016). Predict the product of the given reaction. (1) The product is: [OH:8][C:9]1[N:17]=[C:16]2[C:12]([N:13]=[CH:14][N:15]2[CH:18]2[CH2:22][CH2:21][CH2:20][O:19]2)=[C:11]([NH2:23])[N:10]=1. Given the reactants C([O:8][C:9]1[N:17]=[C:16]2[C:12]([N:13]=[CH:14][N:15]2[CH:18]2[CH2:22][CH2:21][CH2:20][O:19]2)=[C:11]([NH2:23])[N:10]=1)C1C=CC=CC=1, predict the reaction product. (2) Given the reactants [Cl:1][C:2]1[CH:7]=[CH:6][CH:5]=[CH:4][C:3]=1[C:8]1[C:19]([OH:20])=[N:18][C:11]2[N:12]=[C:13]([S:16][CH3:17])[N:14]=[CH:15][C:10]=2[CH:9]=1.[OH:21]OS([O-])=O.[K+].[OH2:27], predict the reaction product. The product is: [Cl:1][C:2]1[CH:7]=[CH:6][CH:5]=[CH:4][C:3]=1[C:8]1[C:19]([OH:20])=[N:18][C:11]2[N:12]=[C:13]([S:16]([CH3:17])(=[O:21])=[O:27])[N:14]=[CH:15][C:10]=2[CH:9]=1. (3) Given the reactants [CH3:1][O:2][C:3](=[O:14])[CH2:4][C:5]1([CH2:8][CH2:9][CH2:10][N:11]=[N+]=[N-])[CH2:7][CH2:6]1.[ClH:15], predict the reaction product. The product is: [ClH:15].[CH3:1][O:2][C:3](=[O:14])[CH2:4][C:5]1([CH2:8][CH2:9][CH2:10][NH2:11])[CH2:6][CH2:7]1. (4) The product is: [F:41][C:2]([F:1])([F:40])[C:3]1[CH:4]=[C:5]([C:9]2([CH2:15][CH2:16][C:17]3[O:21][N:20]=[C:19]([C:22]4[CH:39]=[CH:38][C:25]([CH2:26][N:27]5[CH2:28][CH:29]([C:31]([OH:33])=[O:32])[CH2:30]5)=[CH:24][CH:23]=4)[N:18]=3)[CH2:14][CH2:13][O:12][CH2:11][CH2:10]2)[CH:6]=[CH:7][CH:8]=1. Given the reactants [F:1][C:2]([F:41])([F:40])[C:3]1[CH:4]=[C:5]([C:9]2([CH2:15][CH2:16][C:17]3[O:21][N:20]=[C:19]([C:22]4[CH:39]=[CH:38][C:25]([CH2:26][N:27]5[CH2:30][CH:29]([C:31]([O:33]C(C)(C)C)=[O:32])[CH2:28]5)=[CH:24][CH:23]=4)[N:18]=3)[CH2:14][CH2:13][O:12][CH2:11][CH2:10]2)[CH:6]=[CH:7][CH:8]=1, predict the reaction product. (5) Given the reactants [Cl:1][C:2]1[CH:7]=[CH:6][CH:5]=[CH:4][C:3]=1[C:8]1[C:13]2[O:14][C@:15]([CH2:19]OS(C3C=CC(C)=CC=3)(=O)=O)([CH3:18])[CH2:16][O:17][C:12]=2[CH:11]=[CH:10][CH:9]=1.[N-:31]=[N+:32]=[N-:33].[Na+], predict the reaction product. The product is: [N:31]([CH2:19][C@:15]1([CH3:18])[O:14][C:13]2[C:8]([C:3]3[CH:4]=[CH:5][CH:6]=[CH:7][C:2]=3[Cl:1])=[CH:9][CH:10]=[CH:11][C:12]=2[O:17][CH2:16]1)=[N+:32]=[N-:33].